Predict which catalyst facilitates the given reaction. From a dataset of Catalyst prediction with 721,799 reactions and 888 catalyst types from USPTO. (1) Reactant: [CH:1](=O)[C:2]1[CH:7]=[CH:6][CH:5]=[CH:4][CH:3]=1.[C:9]1(=[O:15])[CH2:14][CH2:13][CH2:12][CH2:11][CH2:10]1.[OH-].[Na+].O. Product: [CH:1](=[C:10]1[CH2:11][CH2:12][CH2:13][C:14](=[CH:1][C:2]2[CH:7]=[CH:6][CH:5]=[CH:4][CH:3]=2)[C:9]1=[O:15])[C:2]1[CH:7]=[CH:6][CH:5]=[CH:4][CH:3]=1. The catalyst class is: 8. (2) Reactant: C(OC(=O)C)(=O)C.[CH3:8][O:9][C:10]1[CH:18]=[CH:17][CH:16]=[C:12]([C:13]([OH:15])=O)[C:11]=1[C:19]([OH:21])=[O:20]. Product: [CH3:8][O:9][C:10]1[CH:18]=[CH:17][CH:16]=[C:12]2[C:13]([O:21][C:19](=[O:20])[C:11]=12)=[O:15]. The catalyst class is: 7. (3) Reactant: C[C:2]1([C:17](N)=O)[CH2:7][CH2:6][CH2:5][N:4]([C:8]2[CH:13]=[CH:12][C:11]([N+:14]([O-:16])=[O:15])=[CH:10][CH:9]=2)[CH2:3]1.[C:20]1([CH2:26][OH:27])[CH:25]=[CH:24][CH:23]=[CH:22][CH:21]=1.N12CCCN=C1CCCCC2.Br[N:40]1[C:44](=[O:45])CCC1=O. Product: [CH3:17][C:2]1([NH:40][C:44](=[O:45])[O:27][CH2:26][C:20]2[CH:25]=[CH:24][CH:23]=[CH:22][CH:21]=2)[CH2:7][CH2:6][CH2:5][N:4]([C:8]2[CH:9]=[CH:10][C:11]([N+:14]([O-:16])=[O:15])=[CH:12][CH:13]=2)[CH2:3]1. The catalyst class is: 344. (4) Product: [CH3:26][C:27]1[N:8]([C:9]2[CH:14]=[CH:13][CH:12]=[C:11]([C:15]([F:18])([F:17])[F:16])[CH:10]=2)[C:2](=[O:1])[C:3]([C:4]([OH:6])=[O:5])=[CH:29][CH:28]=1. Reactant: [O:1]=[C:2]([NH:8][C:9]1[CH:14]=[CH:13][CH:12]=[C:11]([C:15]([F:18])([F:17])[F:16])[CH:10]=1)[CH2:3][C:4]([O:6]C)=[O:5].C[O-].[Na+].CO.CO/[CH:26]=[CH:27]/[C:28](=O)[CH3:29].[OH-].[Na+].Cl. The catalyst class is: 40. (5) Reactant: FC(F)(F)C1C=C(C(Cl)=O)C=CC=1.[CH3:14][O:15][C:16]1[CH:17]=[C:18]2[C:23](=[CH:24][C:25]=1[O:26][CH3:27])[N:22]=[CH:21][CH:20]=[C:19]2[O:28][C:29]1[CH:35]=[CH:34][C:32]([NH2:33])=[CH:31][CH:30]=1.[F:36][C:37]([F:50])([F:49])[C:38]1[CH:39]=[C:40]([C:44]([N:46]=[C:47]=[S:48])=[O:45])[CH:41]=[CH:42][CH:43]=1. Product: [F:49][C:37]([F:36])([F:50])[C:38]1[CH:39]=[C:40]([C:44]([N:46]=[C:47]=[S:48])=[O:45])[CH:41]=[CH:42][CH:43]=1.[CH3:14][O:15][C:16]1[CH:17]=[C:18]2[C:23](=[CH:24][C:25]=1[O:26][CH3:27])[N:22]=[CH:21][CH:20]=[C:19]2[O:28][C:29]1[CH:35]=[CH:34][C:32]([NH:33][C:47]([NH:46][C:44](=[O:45])[C:40]2[CH:41]=[CH:42][CH:43]=[C:38]([C:37]([F:36])([F:50])[F:49])[CH:39]=2)=[S:48])=[CH:31][CH:30]=1. The catalyst class is: 234. (6) Reactant: [O:1]=[C:2]1[NH:5][C@H:4]([C:6]([OH:8])=O)[CH2:3]1.C1CCC(N=C=NC2CCCCC2)CC1.FC1C(O)=C(F)C(F)=C(F)C=1F.[NH2:36][C@H:37]([C:44]([N:46]1[CH2:53][CH2:52][CH2:51][C@H:47]1[C:48]([NH2:50])=[O:49])=[O:45])[CH2:38][C:39]1[N:43]=[CH:42][NH:41][CH:40]=1. Product: [O:1]=[C:2]1[NH:5][C@H:4]([C:6]([NH:36][C@H:37]([C:44]([N:46]2[CH2:53][CH2:52][CH2:51][C@H:47]2[C:48]([NH2:50])=[O:49])=[O:45])[CH2:38][C:39]2[N:43]=[CH:42][NH:41][CH:40]=2)=[O:8])[CH2:3]1. The catalyst class is: 887. (7) Reactant: [C:1]([O:5][C:6](=[O:13])[N:7]([CH2:9][CH2:10][CH2:11][OH:12])[CH3:8])([CH3:4])([CH3:3])[CH3:2].C(=O)(O)[O-].[Na+].CC(OI1(OC(C)=O)(OC(C)=O)OC(=O)C2C=CC=CC1=2)=O. Product: [CH3:8][N:7]([CH2:9][CH2:10][CH:11]=[O:12])[C:6](=[O:13])[O:5][C:1]([CH3:4])([CH3:2])[CH3:3]. The catalyst class is: 2. (8) Reactant: [OH-].[Li+].[F:3][C:4]1([F:13])[CH2:9][CH:8]([C:10]([O-:12])=[O:11])[CH2:7][CH2:6][CH2:5]1. Product: [F:3][C:4]1([F:13])[CH2:9][CH:8]([C:10]([OH:12])=[O:11])[CH2:7][CH2:6][CH2:5]1. The catalyst class is: 200. (9) Reactant: [OH-].[Na+].CO.[Cl:5][C:6]1[N:11]=[CH:10][C:9]2[C@@:12]3([C:23]4([CH2:28][CH2:27][C:26]([CH3:30])([CH3:29])[CH2:25][CH2:24]4)[N:22]4[C@@H:17]([C:18](=[O:43])[O:19][C@@H](C5C=CC=CC=5)[C@H]4C4C=CC=CC=4)[C@@H:16]3[C:44]3[CH:49]=[CH:48][CH:47]=[C:46]([Cl:50])[C:45]=3[F:51])[C:13](=[O:15])[NH:14][C:8]=2[CH:7]=1.[N+]([O-])([O-])=O.[NH4+].[NH4+].[Ce+4].[N+]([O-])([O-])=O.[N+]([O-])([O-])=O.[N+]([O-])([O-])=O.[N+]([O-])([O-])=O.[N+]([O-])([O-])=O. Product: [Cl:5][C:6]1[N:11]=[CH:10][C:9]2[C:12]3([C@@H:16]([C:44]4[CH:49]=[CH:48][CH:47]=[C:46]([Cl:50])[C:45]=4[F:51])[C@H:17]([C:18]([OH:43])=[O:19])[NH:22][C:23]43[CH2:28][CH2:27][C:26]([CH3:30])([CH3:29])[CH2:25][CH2:24]4)[C:13](=[O:15])[NH:14][C:8]=2[CH:7]=1. The catalyst class is: 27. (10) Reactant: [CH3:1][O:2][C:3]1[C:12]([C:13]2[CH:18]=[CH:17][CH:16]=[CH:15][C:14]=2[F:19])=[CH:11][C:10]2[C:5](=[CH:6][CH:7]=[CH:8][CH:9]=2)[CH:4]=1.CN(C)C=O.[Br:25]N1C(=O)CCC1=O. Product: [Br:25][C:4]1[C:5]2[C:10](=[CH:9][CH:8]=[CH:7][CH:6]=2)[CH:11]=[C:12]([C:13]2[CH:18]=[CH:17][CH:16]=[CH:15][C:14]=2[F:19])[C:3]=1[O:2][CH3:1]. The catalyst class is: 6.